This data is from Full USPTO retrosynthesis dataset with 1.9M reactions from patents (1976-2016). The task is: Predict the reactants needed to synthesize the given product. (1) The reactants are: [Si:1]([O:8][CH2:9][C:10]1[N:11]([CH3:29])[C:12]2[C:17]([CH:18]=1)=[CH:16][C:15]([CH:19]=[O:20])=[C:14]([NH:21][C:22](=[O:28])[O:23][C:24]([CH3:27])([CH3:26])[CH3:25])[CH:13]=2)([C:4]([CH3:7])([CH3:6])[CH3:5])([CH3:3])[CH3:2].[H-].[Na+].Br[CH2:33][CH2:34][CH:35]=[CH2:36]. Given the product [CH2:36]([N:21]([C:14]1[CH:13]=[C:12]2[C:17]([CH:18]=[C:10]([CH2:9][O:8][Si:1]([C:4]([CH3:7])([CH3:6])[CH3:5])([CH3:3])[CH3:2])[N:11]2[CH3:29])=[CH:16][C:15]=1[CH:19]=[O:20])[C:22](=[O:28])[O:23][C:24]([CH3:27])([CH3:26])[CH3:25])[CH2:35][CH:34]=[CH2:33], predict the reactants needed to synthesize it. (2) Given the product [NH2:17][C:8]1[CH2:7][N:6]([C:4]([O:3][CH2:1][CH3:2])=[O:5])[CH:12]([CH3:21])[C:11]2[CH:13]=[CH:14][CH:15]=[CH:16][C:10]=2[N:9]=1, predict the reactants needed to synthesize it. The reactants are: [CH2:1]([O:3][C:4]([N:6]1[CH2:12][C:11]2[CH:13]=[CH:14][CH:15]=[CH:16][C:10]=2[N:9]=[C:8]([NH2:17])[CH2:7]1)=[O:5])[CH3:2].[N+]([C:21]1C=CC=CC=1CN(CC#N)C(=O)OCC)([O-])=O. (3) The reactants are: C1(C2N=C(C=C3CCNCC3)ON=2)C=CC=CC=1.C(OC([N:26]1[CH2:31][CH2:30][C:29](=[CH:32][C:33]2[N:34](C(OC(C)(C)C)=O)[C:35]3[C:40]([CH:41]=2)=[CH:39][CH:38]=[C:37]([F:42])[CH:36]=3)[CH2:28][CH2:27]1)=O)(C)(C)C. Given the product [F:42][C:37]1[CH:36]=[C:35]2[C:40]([CH:41]=[C:33]([CH:32]=[C:29]3[CH2:28][CH2:27][NH:26][CH2:31][CH2:30]3)[NH:34]2)=[CH:39][CH:38]=1, predict the reactants needed to synthesize it. (4) Given the product [C:1]([O:4][CH2:7][C:8]1[CH:9]=[C:10]([C:14](=[O:15])[N:16]([O:18][CH3:19])[CH3:17])[N:11]=[CH:12][N:13]=1)(=[O:3])[CH3:2], predict the reactants needed to synthesize it. The reactants are: [C:1]([O-:4])(=[O:3])[CH3:2].[Na+].Br[CH2:7][C:8]1[N:13]=[CH:12][N:11]=[C:10]([C:14]([N:16]([O:18][CH3:19])[CH3:17])=[O:15])[CH:9]=1.O.